Dataset: Reaction yield outcomes from USPTO patents with 853,638 reactions. Task: Predict the reaction yield, written as a fraction of the theoretical maximum amount of product (1.0 means a 100% yield; for example, 0.34 means a 34% yield). The reactants are [C:1]([O:5][C:6]([N:8]1[CH2:12][C@H:11]([S:13][CH2:14][C:15]2[CH:20]=[CH:19][C:18]([O:21][CH3:22])=[CH:17][CH:16]=2)[CH2:10][C@H:9]1[CH2:23][CH2:24][C:25](=[O:30])N(OC)C)=[O:7])([CH3:4])([CH3:3])[CH3:2].[F:31][C:32]1[CH:37]=[CH:36][C:35]([Mg]Br)=[CH:34][CH:33]=1. The catalyst is C1COCC1. The product is [C:1]([O:5][C:6]([N:8]1[CH2:12][C@H:11]([S:13][CH2:14][C:15]2[CH:16]=[CH:17][C:18]([O:21][CH3:22])=[CH:19][CH:20]=2)[CH2:10][C@H:9]1[CH2:23][CH2:24][C:25]([C:35]1[CH:36]=[CH:37][C:32]([F:31])=[CH:33][CH:34]=1)=[O:30])=[O:7])([CH3:2])([CH3:4])[CH3:3]. The yield is 0.680.